The task is: Predict the reactants needed to synthesize the given product.. This data is from Full USPTO retrosynthesis dataset with 1.9M reactions from patents (1976-2016). (1) Given the product [Cl:19][C:16]1[CH:17]=[CH:18][C:13]([NH:12][C:6]2[C:5]3[C:10](=[CH:11][C:2]([O:1][CH2:30][CH:31]4[O:33][CH2:32]4)=[C:3]([O:21][CH3:22])[CH:4]=3)[N:9]=[CH:8][N:7]=2)=[C:14]([F:20])[CH:15]=1, predict the reactants needed to synthesize it. The reactants are: [OH:1][C:2]1[CH:11]=[C:10]2[C:5]([C:6]([NH:12][C:13]3[CH:18]=[CH:17][C:16]([Cl:19])=[CH:15][C:14]=3[F:20])=[N:7][CH:8]=[N:9]2)=[CH:4][C:3]=1[O:21][CH3:22].C(=O)([O-])[O-].[K+].[K+].Br[CH2:30][CH:31]1[O:33][CH2:32]1.O. (2) The reactants are: CS(OS(C)(=O)=O)(=O)=O.[Cl:10][C:11]1[CH:16]=[CH:15][C:14]([CH:17](O)[C:18]2[N:19]([CH:27]3[CH2:29][CH2:28]3)[CH:20]=[CH:21][C:22]=2[C:23]([O:25][CH3:26])=[O:24])=[CH:13][CH:12]=1.C(N(CC)CC)C.[NH2:38][C:39]1[CH:40]=[C:41]([CH3:47])[C:42](=[O:46])[N:43]([CH3:45])[CH:44]=1. Given the product [Cl:10][C:11]1[CH:16]=[CH:15][C:14]([CH:17]([NH:38][C:39]2[CH:40]=[C:41]([CH3:47])[C:42](=[O:46])[N:43]([CH3:45])[CH:44]=2)[C:18]2[N:19]([CH:27]3[CH2:29][CH2:28]3)[CH:20]=[CH:21][C:22]=2[C:23]([O:25][CH3:26])=[O:24])=[CH:13][CH:12]=1, predict the reactants needed to synthesize it. (3) Given the product [CH3:2][O:3][C:4](=[O:14])[CH:5]([NH:6][C:20](=[O:28])[C:19]1[CH:22]=[CH:23][C:16]([I:15])=[CH:17][CH:18]=1)[CH2:7][C:8]1[CH:13]=[CH:12][CH:11]=[CH:10][CH:9]=1, predict the reactants needed to synthesize it. The reactants are: Cl.[CH3:2][O:3][C:4](=[O:14])[C@H:5]([CH2:7][C:8]1[CH:13]=[CH:12][CH:11]=[CH:10][CH:9]=1)[NH2:6].[I:15][C:16]1[CH:23]=[CH:22][C:19]([CH2:20]Cl)=[CH:18][CH:17]=1.CN(C=[O:28])C. (4) Given the product [Br:24][C:7]1[N:6]=[C:5]([C:8]([O:10][CH3:11])=[O:9])[C:4]([NH:12][CH2:13][CH2:14][O:15][CH3:16])=[CH:3][C:2]=1[F:1], predict the reactants needed to synthesize it. The reactants are: [F:1][C:2]1[CH:3]=[C:4]([NH:12][CH2:13][CH2:14][O:15][CH3:16])[C:5]([C:8]([O:10][CH3:11])=[O:9])=[N:6][CH:7]=1.C1C(=O)N([Br:24])C(=O)C1.